From a dataset of Reaction yield outcomes from USPTO patents with 853,638 reactions. Predict the reaction yield, written as a fraction of the theoretical maximum amount of product (1.0 means a 100% yield; for example, 0.34 means a 34% yield). (1) The reactants are [Cl:1][C:2]1[CH:3]=[C:4]([NH:9][C:10]2[C:15]3=[C:16]([CH:19]([CH:21]4[CH2:26][CH2:25][CH:24]([O:27]C(C)([Si](C)(C)C)C)[CH2:23][CH2:22]4)O)[CH:17]=[CH:18][N:14]3[N:13]=[CH:12][N:11]=2)[CH:5]=[CH:6][C:7]=1[F:8]. The catalyst is C(O)(C(F)(F)F)=O. The product is [Cl:1][C:2]1[CH:3]=[C:4]([NH:9][C:10]2[C:15]3=[C:16]([CH2:19][C@H:21]4[CH2:26][CH2:25][C@H:24]([OH:27])[CH2:23][CH2:22]4)[CH:17]=[CH:18][N:14]3[N:13]=[CH:12][N:11]=2)[CH:5]=[CH:6][C:7]=1[F:8]. The yield is 0.630. (2) The reactants are [F:1][C:2]1[CH:10]=[CH:9][C:5]([C:6](Cl)=[O:7])=[CH:4][CH:3]=1.[Cl:11][C:12]1[CH:18]=[CH:17][C:15]([NH2:16])=[CH:14][CH:13]=1.Cl. The catalyst is [Cl-].[Cl-].[Zn+2]. The product is [Cl:11][C:12]1[CH:18]=[CH:17][C:15]([NH:16][C:6](=[O:7])[C:5]2[CH:9]=[CH:10][C:2]([F:1])=[CH:3][CH:4]=2)=[C:14]([C:6](=[O:7])[C:5]2[CH:9]=[CH:10][C:2]([F:1])=[CH:3][CH:4]=2)[CH:13]=1. The yield is 0.290. (3) The reactants are [OH:1][C:2]1[CH:7]=[CH:6][CH:5]=[CH:4][C:3]=1[CH2:8][C:9]([OH:11])=[O:10].S(=O)(=O)(O)O.[CH3:17]O. The catalyst is C(OCC)(=O)C. The product is [OH:1][C:2]1[CH:7]=[CH:6][CH:5]=[CH:4][C:3]=1[CH2:8][C:9]([O:11][CH3:17])=[O:10]. The yield is 0.870. (4) The reactants are [NH2:1][C:2]1[N:7]=[C:6]([CH2:8][OH:9])[C:5]([C:10]2[CH:15]=[CH:14][C:13]([NH:16][CH2:17][C:18]3[CH:23]=[CH:22][C:21]([Cl:24])=[CH:20][CH:19]=3)=[CH:12][CH:11]=2)=[C:4]([NH2:25])[N:3]=1.CC(C)([O-])C.[Na+].[F:32][C:33]1[C:40]([CH3:41])=[CH:39][CH:38]=[CH:37][C:34]=1[CH2:35]Br.Cl. The catalyst is CN(C=O)C.CO. The product is [Cl:24][C:21]1[CH:22]=[CH:23][C:18]([CH2:17][NH:16][C:13]2[CH:14]=[CH:15][C:10]([C:5]3[C:4]([NH2:25])=[N:3][C:2]([NH2:1])=[N:7][C:6]=3[CH2:8][O:9][CH2:35][C:34]3[CH:37]=[CH:38][CH:39]=[C:40]([CH3:41])[C:33]=3[F:32])=[CH:11][CH:12]=2)=[CH:19][CH:20]=1. The yield is 0.280. (5) The reactants are C([O:4][P:5]([C:11]([P:13](=[O:22])([O:18]C(C)C)[O:14]C(C)C)=[CH2:12])(=[O:10])[O:6]C(C)C)(C)C.[SH:23][CH2:24][CH2:25][CH2:26][CH2:27][CH2:28][CH2:29][CH2:30][CH2:31][CH2:32][CH2:33][C:34]([OH:36])=[O:35].Cl. The catalyst is CO. The product is [P:13]([CH:11]([P:5]([OH:4])([OH:6])=[O:10])[CH2:12][S:23][CH2:24][CH2:25][CH2:26][CH2:27][CH2:28][CH2:29][CH2:30][CH2:31][CH2:32][CH2:33][C:34]([OH:36])=[O:35])([OH:14])([OH:18])=[O:22]. The yield is 0.990. (6) The reactants are F[P-](F)(F)(F)(F)F.N1(O[P+](N(C)C)(N(C)C)N(C)C)C2C=CC=CC=2N=N1.[NH2:28][C:29]1[CH:30]=[C:31]([CH:78]=[CH:79][CH:80]=1)[CH2:32][NH:33][C:34](=[O:77])[CH:35]([C:62]1[CH:76]=[CH:75][C:65]([CH2:66][N:67]([CH2:71][C:72](O)=[O:73])[C:68](=[O:70])[CH3:69])=[CH:64][CH:63]=1)[NH:36][C:37]1[CH:38]=[C:39]2[C:44](=[CH:45][CH:46]=1)[C:43]([N:47]([C:55]([O:57][C:58]([CH3:61])([CH3:60])[CH3:59])=[O:56])[C:48]([O:50][C:51]([CH3:54])([CH3:53])[CH3:52])=[O:49])=[N:42][CH:41]=[CH:40]2. The catalyst is C(Cl)Cl.CN(C=O)C. The product is [C:68]([N:67]1[CH2:66][C:65]2=[CH:64][CH:63]=[C:62]([CH:76]=[CH:75]2)[CH:35]([NH:36][C:37]2[CH:38]=[C:39]3[C:44](=[CH:45][CH:46]=2)[C:43]([N:47]([C:48]([O:50][C:51]([CH3:53])([CH3:54])[CH3:52])=[O:49])[C:55]([O:57][C:58]([CH3:60])([CH3:59])[CH3:61])=[O:56])=[N:42][CH:41]=[CH:40]3)[C:34](=[O:77])[NH:33][CH2:32][C:31]2[CH:30]=[C:29]([CH:80]=[CH:79][CH:78]=2)[NH:28][C:72](=[O:73])[CH2:71]1)(=[O:70])[CH3:69]. The yield is 0.540.